The task is: Predict which catalyst facilitates the given reaction.. This data is from Catalyst prediction with 721,799 reactions and 888 catalyst types from USPTO. Reactant: [CH:1]1([N:4]([CH2:42][C:43]2[CH:48]=[CH:47][CH:46]=[C:45]([O:49][CH3:50])[C:44]=2[O:51][CH3:52])[C:5]([CH:7]2[C@@H:12]([NH:13][C:14](=[O:34])[C:15]3[CH:20]=[CH:19][C:18]([O:21][CH2:22][CH2:23][O:24][C:25]4[C:30]([Cl:31])=[CH:29][C:28]([CH3:32])=[CH:27][C:26]=4[Cl:33])=[CH:17][CH:16]=3)[CH2:11][CH2:10][N:9](C(OC(C)(C)C)=O)[CH2:8]2)=[O:6])[CH2:3][CH2:2]1. Product: [ClH:31].[CH:1]1([N:4]([CH2:42][C:43]2[CH:48]=[CH:47][CH:46]=[C:45]([O:49][CH3:50])[C:44]=2[O:51][CH3:52])[C:5]([CH:7]2[C@@H:12]([NH:13][C:14](=[O:34])[C:15]3[CH:20]=[CH:19][C:18]([O:21][CH2:22][CH2:23][O:24][C:25]4[C:26]([Cl:33])=[CH:27][C:28]([CH3:32])=[CH:29][C:30]=4[Cl:31])=[CH:17][CH:16]=3)[CH2:11][CH2:10][NH:9][CH2:8]2)=[O:6])[CH2:3][CH2:2]1. The catalyst class is: 2.